The task is: Predict the reactants needed to synthesize the given product.. This data is from Full USPTO retrosynthesis dataset with 1.9M reactions from patents (1976-2016). (1) Given the product [Br:8][C:9]1[CH:16]=[CH:15][C:12]([CH2:13][C:4]2[S:3][C:2]([CH3:1])=[C:6]([CH3:7])[CH:5]=2)=[CH:11][CH:10]=1, predict the reactants needed to synthesize it. The reactants are: [CH3:1][C:2]1[S:3][CH:4]=[CH:5][C:6]=1[CH3:7].[Br:8][C:9]1[CH:16]=[CH:15][C:12]([CH2:13]Br)=[CH:11][CH:10]=1. (2) Given the product [CH2:1]([O:3][C:4](=[O:17])[CH2:5][CH:6]([CH3:16])[C:7]([C:9]1[CH:10]=[CH:11][C:12]([O:15][CH2:19][CH2:20][CH2:21][Cl:22])=[CH:13][CH:14]=1)=[O:8])[CH3:2], predict the reactants needed to synthesize it. The reactants are: [CH2:1]([O:3][C:4](=[O:17])[CH2:5][CH:6]([CH3:16])[C:7]([C:9]1[CH:14]=[CH:13][C:12]([OH:15])=[CH:11][CH:10]=1)=[O:8])[CH3:2].Br[CH2:19][CH2:20][CH2:21][Cl:22].C([O-])([O-])=O.[K+].[K+]. (3) Given the product [I-:24].[CH2:1]([NH+:9]1[CH:13]=[CH:12][N:11]([CH2:23][CH2:22][CH2:21][C:20]([F:25])([F:26])[C:19]([F:27])([F:28])[C:18]([F:29])([F:30])[C:17]([F:31])([F:32])[C:16]([F:33])([F:34])[C:15]([F:36])([F:35])[F:14])[CH2:10]1)[CH2:2][CH2:3][CH2:4][CH2:5][CH2:6][CH2:7][CH3:8], predict the reactants needed to synthesize it. The reactants are: [CH2:1]([N:9]1[CH:13]=[CH:12][N:11]=[CH:10]1)[CH2:2][CH2:3][CH2:4][CH2:5][CH2:6][CH2:7][CH3:8].[F:14][C:15]([F:36])([F:35])[C:16]([F:34])([F:33])[C:17]([F:32])([F:31])[C:18]([F:30])([F:29])[C:19]([F:28])([F:27])[C:20]([F:26])([F:25])[CH2:21][CH2:22][CH2:23][I:24]. (4) Given the product [I:1][C:2]1[C:7]([NH2:8])=[C:6]([O:16][C:10]2[CH:15]=[CH:14][CH:13]=[CH:12][CH:11]=2)[N:5]=[CH:4][N:3]=1, predict the reactants needed to synthesize it. The reactants are: [I:1][C:2]1[C:7]([NH2:8])=[C:6](I)[N:5]=[CH:4][N:3]=1.[C:10]1([OH:16])[CH:15]=[CH:14][CH:13]=[CH:12][CH:11]=1.C(=O)([O-])[O-].[K+].[K+]. (5) Given the product [C:3]([NH:39][CH2:38][C:10]1[CH:11]=[C:12]2[C:16](=[CH:17][C:9]=1[Cl:8])[N:15]([CH2:18][CH3:19])[C:14]([C:20]([NH:21][CH:22]([C:27]1[CH:32]=[CH:31][CH:30]=[C:29]([C:33]([F:34])([F:35])[F:36])[CH:28]=1)[C:23]([F:25])([F:24])[F:26])=[O:37])=[CH:13]2)(=[O:4])[CH3:2], predict the reactants needed to synthesize it. The reactants are: F[C:2](F)(F)[C:3]([O-])=[O:4].[Cl:8][C:9]1[CH:17]=[C:16]2[C:12]([CH:13]=[C:14]([C:20](=[O:37])[NH:21][CH:22]([C:27]3[CH:32]=[CH:31][CH:30]=[C:29]([C:33]([F:36])([F:35])[F:34])[CH:28]=3)[C:23]([F:26])([F:25])[F:24])[N:15]2[CH2:18][CH3:19])=[CH:11][C:10]=1[CH2:38][NH3+:39].C(N(CC)CC)C.C(OC(=O)C)(=O)C.C(OCC)(=O)C. (6) Given the product [Br:1][C:2]1[CH:11]=[C:10]2[C:5]([CH:6]=[CH:7][C:8]([O:12][CH:13]([CH2:22][CH3:23])[C:14]([NH:16][C:17]([CH3:20])([CH3:21])[CH2:18][O:19][CH2:33][O:34][CH3:35])=[O:15])=[CH:9]2)=[CH:4][CH:3]=1, predict the reactants needed to synthesize it. The reactants are: [Br:1][C:2]1[CH:11]=[C:10]2[C:5]([CH:6]=[CH:7][C:8]([O:12][CH:13]([CH2:22][CH3:23])[C:14]([NH:16][C:17]([CH3:21])([CH3:20])[CH2:18][OH:19])=[O:15])=[CH:9]2)=[CH:4][CH:3]=1.C(N(CC)C(C)C)(C)C.[CH3:33][O:34][CH2:35]Br.[Cl-].[NH4+].